From a dataset of Full USPTO retrosynthesis dataset with 1.9M reactions from patents (1976-2016). Predict the reactants needed to synthesize the given product. (1) Given the product [CH2:17]([O:16][C:14]([N:8]([C:5]1[CH:6]=[CH:7][C:2]([OH:1])=[CH:3][CH:4]=1)[CH2:9][C:10]([OH:12])=[O:11])=[O:15])[C:18]1[CH:23]=[CH:22][CH:21]=[CH:20][CH:19]=1, predict the reactants needed to synthesize it. The reactants are: [OH:1][C:2]1[CH:7]=[CH:6][C:5]([NH:8][CH2:9][C:10]([OH:12])=[O:11])=[CH:4][CH:3]=1.Cl[C:14]([O:16][CH2:17][C:18]1[CH:23]=[CH:22][CH:21]=[CH:20][CH:19]=1)=[O:15].O. (2) Given the product [CH2:13]1[C:14]2[C:19](=[CH:18][CH:17]=[CH:16][CH:15]=2)[CH2:20][CH2:21][N:12]1[CH2:11][CH:10]([OH:22])[CH2:9][NH:8][C:4]1[CH:3]=[C:2]([B:26]2[O:27][C:28]([CH3:30])([CH3:29])[C:24]([CH3:40])([CH3:23])[O:25]2)[CH:7]=[CH:6][N:5]=1, predict the reactants needed to synthesize it. The reactants are: Br[C:2]1[CH:7]=[CH:6][N:5]=[C:4]([NH:8][CH2:9][CH:10]([OH:22])[CH2:11][N:12]2[CH2:21][CH2:20][C:19]3[C:14](=[CH:15][CH:16]=[CH:17][CH:18]=3)[CH2:13]2)[CH:3]=1.[CH3:23][C:24]1([CH3:40])[C:28]([CH3:30])([CH3:29])[O:27][B:26]([B:26]2[O:27][C:28]([CH3:30])([CH3:29])[C:24]([CH3:40])([CH3:23])[O:25]2)[O:25]1.CC([O-])=O.[K+]. (3) The reactants are: [C:1]([O:4][CH2:5][C:6]1[C:7]([N:13]2[CH:22]=[CH:21][C:20]3[C:15](=[C:16]([F:26])[CH:17]=[C:18]([CH:23]4[CH2:25][CH2:24]4)[CH:19]=3)[C:14]2=[O:27])=[N:8][CH:9]=[CH:10][C:11]=1Cl)(=[O:3])[CH3:2].[B:28]1(B2OC(C)(C)C(C)(C)O2)[O:32]C(C)(C)C(C)(C)[O:29]1.C(C1C=C(C(C)C)C=C(C(C)C)C=1C1C=CC=CC=1P(C1CCCCC1)C1CCCCC1)(C)C.C([O-])(=O)C.[K+]. Given the product [C:1]([O:4][CH2:5][C:6]1[C:7]([N:13]2[CH:22]=[CH:21][C:20]3[C:15](=[C:16]([F:26])[CH:17]=[C:18]([CH:23]4[CH2:25][CH2:24]4)[CH:19]=3)[C:14]2=[O:27])=[N:8][CH:9]=[CH:10][C:11]=1[B:28]([OH:32])[OH:29])(=[O:3])[CH3:2], predict the reactants needed to synthesize it. (4) The reactants are: [CH:1]1([N:4]([CH2:18][CH2:19][O:20][CH2:21][C:22]([OH:24])=O)[S:5]([C:8]2[C:13]([CH3:14])=[CH:12][C:11]([O:15][CH3:16])=[CH:10][C:9]=2[CH3:17])(=[O:7])=[O:6])[CH2:3][CH2:2]1.C(N(C(C)C)CC)(C)C.C1C=CC2N(O)N=NC=2C=1.CCN=C=NCCCN(C)C.Cl.Cl.[CH:57]1([N:60]2[CH2:65][CH2:64][N:63]([C:66]3([CH2:72][NH:73][C:74](=[O:81])[C:75]4[CH:80]=[CH:79][N:78]=[CH:77][CH:76]=4)[CH2:71][CH2:70][NH:69][CH2:68][CH2:67]3)[CH2:62][CH2:61]2)[CH2:59][CH2:58]1. Given the product [CH:1]1([N:4]([CH2:18][CH2:19][O:20][CH2:21][C:22]([N:69]2[CH2:68][CH2:67][C:66]([CH2:72][NH:73][C:74](=[O:81])[C:75]3[CH:80]=[CH:79][N:78]=[CH:77][CH:76]=3)([N:63]3[CH2:62][CH2:61][N:60]([CH:57]4[CH2:58][CH2:59]4)[CH2:65][CH2:64]3)[CH2:71][CH2:70]2)=[O:24])[S:5]([C:8]2[C:9]([CH3:17])=[CH:10][C:11]([O:15][CH3:16])=[CH:12][C:13]=2[CH3:14])(=[O:6])=[O:7])[CH2:3][CH2:2]1, predict the reactants needed to synthesize it. (5) Given the product [C:33]([CH2:32][C:5]1([CH2:4][C:3]([OH:37])=[O:2])[O:9][N:8]=[C:7]([C:10]2[CH:15]=[C:14]([OH:16])[CH:13]=[CH:12][C:11]=2[CH2:17][CH2:18][C:19]([N:21]2[CH2:22][CH2:23][CH:24]([C:27]([OH:29])=[O:28])[CH2:25][CH2:26]2)=[O:20])[CH2:6]1)([OH:36])=[O:34], predict the reactants needed to synthesize it. The reactants are: C[O:2][C:3](=[O:37])[CH2:4][C:5]1([CH2:32][C:33](=[O:36])[O:34]C)[O:9][N:8]=[C:7]([C:10]2[CH:15]=[C:14]([OH:16])[CH:13]=[CH:12][C:11]=2[CH2:17][CH2:18][C:19]([N:21]2[CH2:26][CH2:25][CH:24]([C:27]([O:29]CC)=[O:28])[CH2:23][CH2:22]2)=[O:20])[CH2:6]1.C1COCC1.[OH-].[Na+].Cl. (6) Given the product [O:18]1[CH:19]=[CH:20][CH:21]=[C:17]1[C:15]1[N:16]=[C:12]([NH:11][C:9]([C:6]2[CH:7]=[CH:8][C:3]([CH2:2][N:28]3[CH:32]=[CH:31][N:30]=[CH:29]3)=[N:4][CH:5]=2)=[O:10])[S:13][C:14]=1[N:22]1[CH2:27][CH2:26][O:25][CH2:24][CH2:23]1, predict the reactants needed to synthesize it. The reactants are: Cl[CH2:2][C:3]1[CH:8]=[CH:7][C:6]([C:9]([NH:11][C:12]2[S:13][C:14]([N:22]3[CH2:27][CH2:26][O:25][CH2:24][CH2:23]3)=[C:15]([C:17]3[O:18][CH:19]=[CH:20][CH:21]=3)[N:16]=2)=[O:10])=[CH:5][N:4]=1.[NH:28]1[CH:32]=[CH:31][N:30]=[CH:29]1.O. (7) Given the product [CH2:1]([O:8][CH2:9][N:10]1[C:18]2[C:17]([NH2:19])=[N:16][C:15]([CH2:20][CH2:21][CH2:22][CH3:23])=[N:14][C:13]=2[C:12]([C:24]#[C:25][CH2:26][CH2:27][CH2:28][N:43]2[CH2:44][CH2:45][CH:40]([F:39])[CH2:41][CH2:42]2)=[C:11]1[CH3:30])[C:2]1[CH:7]=[CH:6][CH:5]=[CH:4][CH:3]=1, predict the reactants needed to synthesize it. The reactants are: [CH2:1]([O:8][CH2:9][N:10]1[C:18]2[C:17]([NH2:19])=[N:16][C:15]([CH2:20][CH2:21][CH2:22][CH3:23])=[N:14][C:13]=2[C:12]([C:24]#[C:25][CH2:26][CH2:27][CH2:28]Cl)=[C:11]1[CH3:30])[C:2]1[CH:7]=[CH:6][CH:5]=[CH:4][CH:3]=1.C(N(CC)CC)C.Cl.[F:39][CH:40]1[CH2:45][CH2:44][NH:43][CH2:42][CH2:41]1.